Dataset: NCI-60 drug combinations with 297,098 pairs across 59 cell lines. Task: Regression. Given two drug SMILES strings and cell line genomic features, predict the synergy score measuring deviation from expected non-interaction effect. (1) Drug 1: CC1=C(C=C(C=C1)NC2=NC=CC(=N2)N(C)C3=CC4=NN(C(=C4C=C3)C)C)S(=O)(=O)N.Cl. Drug 2: CC1OCC2C(O1)C(C(C(O2)OC3C4COC(=O)C4C(C5=CC6=C(C=C35)OCO6)C7=CC(=C(C(=C7)OC)O)OC)O)O. Cell line: EKVX. Synergy scores: CSS=29.7, Synergy_ZIP=9.68, Synergy_Bliss=9.02, Synergy_Loewe=-0.260, Synergy_HSA=8.47. (2) Drug 1: C1CN1P(=S)(N2CC2)N3CC3. Drug 2: CC1=C2C(C(=O)C3(C(CC4C(C3C(C(C2(C)C)(CC1OC(=O)C(C(C5=CC=CC=C5)NC(=O)C6=CC=CC=C6)O)O)OC(=O)C7=CC=CC=C7)(CO4)OC(=O)C)O)C)OC(=O)C. Cell line: ACHN. Synergy scores: CSS=27.8, Synergy_ZIP=-1.40, Synergy_Bliss=2.77, Synergy_Loewe=-2.35, Synergy_HSA=1.39.